From a dataset of Reaction yield outcomes from USPTO patents with 853,638 reactions. Predict the reaction yield, written as a fraction of the theoretical maximum amount of product (1.0 means a 100% yield; for example, 0.34 means a 34% yield). (1) The reactants are [CH3:1][C:2]1[CH2:7][CH2:6][CH2:5][C:4]([CH3:9])([CH3:8])[C:3]=1/[CH:10]=[CH:11]/[C:12]1[CH:13]=[C:14]([CH2:18][CH2:19][CH2:20][NH2:21])[CH:15]=[CH:16][CH:17]=1.[C:22]([OH:27])(=[O:26])[C:23]([OH:25])=[O:24]. The catalyst is C(O)C. The product is [C:22]([OH:27])(=[O:26])[C:23]([OH:25])=[O:24].[CH3:1][C:2]1[CH2:7][CH2:6][CH2:5][C:4]([CH3:8])([CH3:9])[C:3]=1/[CH:10]=[CH:11]/[C:12]1[CH:13]=[C:14]([CH2:18][CH2:19][CH2:20][NH2:21])[CH:15]=[CH:16][CH:17]=1. The yield is 0.710. (2) The reactants are C[O:2][C:3](=[O:24])[C:4]1[CH:9]=[CH:8][C:7]([O:10][CH2:11][C:12]2[C:13]([C:17]3[CH:22]=[CH:21][C:20]([F:23])=[CH:19][CH:18]=3)=[N:14][O:15][CH:16]=2)=[N:6][CH:5]=1.COC(=O)C1C=CC(OCC2C(C3C=CC=CN=3)=NOC=2C)=NC=1. No catalyst specified. The product is [F:23][C:20]1[CH:19]=[CH:18][C:17]([C:13]2[C:12]([CH2:11][O:10][C:7]3[CH:8]=[CH:9][C:4]([C:3]([OH:24])=[O:2])=[CH:5][N:6]=3)=[CH:16][O:15][N:14]=2)=[CH:22][CH:21]=1. The yield is 0.810. (3) The reactants are [NH:1]1[CH2:6][CH2:5][CH:4]([C:7]([O:9][CH3:10])=[O:8])[CH2:3][CH2:2]1.C(N(CC)CC)C.[CH2:18](Br)[C:19]1[CH:24]=[CH:23][CH:22]=[CH:21][CH:20]=1.O. The catalyst is C(Cl)(Cl)Cl. The product is [CH2:18]([N:1]1[CH2:6][CH2:5][CH:4]([C:7]([O:9][CH3:10])=[O:8])[CH2:3][CH2:2]1)[C:19]1[CH:24]=[CH:23][CH:22]=[CH:21][CH:20]=1. The yield is 0.880. (4) The reactants are [C:1]([NH2:10])(=[O:9])[C:2]1[C:3](=[CH:5][CH:6]=[CH:7][CH:8]=1)[NH2:4].C([Si](C)(C)[O:16][CH2:17][CH2:18][O:19][C:20]1[C:27]([CH3:28])=[CH:26][C:23]([CH:24]=O)=[CH:22][C:21]=1[CH3:29])(C)(C)C.S([O-])(O)=O.[Na+].C1(C)C=CC(S(O)(=O)=O)=CC=1. The catalyst is CN(C)C(=O)C.O. The product is [OH:16][CH2:17][CH2:18][O:19][C:20]1[C:27]([CH3:28])=[CH:26][C:23]([C:24]2[NH:10][C:1](=[O:9])[C:2]3[C:3](=[CH:5][CH:6]=[CH:7][CH:8]=3)[N:4]=2)=[CH:22][C:21]=1[CH3:29]. The yield is 0.700. (5) The reactants are [F:1][C:2]1[C:7]([N+:8]([O-])=O)=[CH:6][C:5]([C:11](=[O:17])[C:12]([O:14][CH2:15][CH3:16])=[O:13])=[C:4]([CH3:18])[CH:3]=1. The catalyst is CC(O)=O.[Fe]. The product is [NH2:8][C:7]1[C:2]([F:1])=[CH:3][C:4]([CH3:18])=[C:5]([C:11](=[O:17])[C:12]([O:14][CH2:15][CH3:16])=[O:13])[CH:6]=1. The yield is 0.700. (6) The reactants are F[C:2]1[CH:7]=[CH:6][C:5]([N+:8]([O-:10])=[O:9])=[C:4]([O:11][C:12]2[C:17]([O:18][CH3:19])=[CH:16][CH:15]=[CH:14][C:13]=2[F:20])[CH:3]=1.[CH3:21][O-:22].[Na+].O. The catalyst is CN(C=O)C. The product is [F:20][C:13]1[CH:14]=[CH:15][CH:16]=[C:17]([O:18][CH3:19])[C:12]=1[O:11][C:4]1[CH:3]=[C:2]([O:22][CH3:21])[CH:7]=[CH:6][C:5]=1[N+:8]([O-:10])=[O:9]. The yield is 0.700. (7) The reactants are Br[CH2:2][C:3]1[CH:12]=[CH:11][C:10]2[C:5](=[CH:6][CH:7]=[CH:8][CH:9]=2)[CH:4]=1.[CH3:13][C:14]1([CH3:28])[C:18]([CH3:20])([CH3:19])[O:17][B:16]([C:21]2[CH:26]=[CH:25][C:24]([OH:27])=[CH:23][CH:22]=2)[O:15]1. No catalyst specified. The product is [CH3:19][C:18]1([CH3:20])[C:14]([CH3:13])([CH3:28])[O:15][B:16]([C:21]2[CH:26]=[CH:25][C:24]([O:27][CH2:2][C:3]3[CH:12]=[CH:11][C:10]4[C:5](=[CH:6][CH:7]=[CH:8][CH:9]=4)[CH:4]=3)=[CH:23][CH:22]=2)[O:17]1. The yield is 0.850.